This data is from Reaction yield outcomes from USPTO patents with 853,638 reactions. The task is: Predict the reaction yield, written as a fraction of the theoretical maximum amount of product (1.0 means a 100% yield; for example, 0.34 means a 34% yield). (1) The reactants are C(OC(=O)C)(=O)C.[F:8][C:9]1[CH:14]=[CH:13][C:12]([CH:15]([CH2:20][C:21]([OH:23])=[O:22])[CH2:16][C:17]([OH:19])=O)=[CH:11][CH:10]=1. No catalyst specified. The product is [F:8][C:9]1[CH:10]=[CH:11][C:12]([CH:15]2[CH2:16][C:17](=[O:19])[O:23][C:21](=[O:22])[CH2:20]2)=[CH:13][CH:14]=1. The yield is 0.760. (2) The yield is 0.0900. The product is [NH2:21][C@@:20]([C:15]1[CH:14]=[CH:13][C:12]2[C:17](=[CH:18][CH:19]=[C:10]([O:9][C@H:6]3[CH2:5][CH2:4][C@@H:3]([CH2:1][CH3:2])[CH2:8][CH2:7]3)[CH:11]=2)[CH:16]=1)([CH3:26])[CH2:24][OH:23]. The catalyst is O. The reactants are [CH2:1]([C@@H:3]1[CH2:8][CH2:7][C@H:6]([O:9][C:10]2[CH:11]=[C:12]3[C:17](=[CH:18][CH:19]=2)[CH:16]=[C:15]([C@:20]2([CH3:26])[CH2:24][O:23]C(=O)[NH:21]2)[CH:14]=[CH:13]3)[CH2:5][CH2:4]1)[CH3:2].C(O)C.O.[OH-].[Li+]. (3) The reactants are Br[C:2]1[CH:3]=[C:4]2[C:8](=[CH:9][C:10]=1[NH:11][C:12]([C:14]1[C:23](=[O:24])[C:22]3[C:17](=[CH:18][CH:19]=[CH:20][CH:21]=3)[NH:16][CH:15]=1)=[O:13])[NH:7][CH:6]=[CH:5]2.[C:25]1(B(O)O)[CH:30]=[CH:29][CH:28]=[CH:27][CH:26]=1.C([O-])([O-])=O.[K+].[K+]. The catalyst is CN(C=O)C.C1C=CC(P(C2C=CC=CC=2)[C-]2C=CC=C2)=CC=1.C1C=CC(P(C2C=CC=CC=2)[C-]2C=CC=C2)=CC=1.Cl[Pd]Cl.[Fe+2]. The product is [O:24]=[C:23]1[C:22]2[C:17](=[CH:18][CH:19]=[CH:20][CH:21]=2)[NH:16][CH:15]=[C:14]1[C:12]([NH:11][C:10]1[CH:9]=[C:8]2[C:4]([CH:5]=[CH:6][NH:7]2)=[CH:3][C:2]=1[C:25]1[CH:30]=[CH:29][CH:28]=[CH:27][CH:26]=1)=[O:13]. The yield is 0.130. (4) The reactants are [N:1]([C:4]1[CH:14]=[CH:13][C:7]([C:8]([NH:10][CH2:11][CH3:12])=[O:9])=[CH:6][CH:5]=1)=[N+:2]=[N-:3].O=[C:16]([CH2:23][CH2:24][CH3:25])[CH2:17][C:18]([O:20]CC)=[O:19].[O-]CC.[Na+]. The catalyst is C(O)C. The product is [CH2:11]([NH:10][C:8]([C:7]1[CH:6]=[CH:5][C:4]([N:1]2[C:16]([CH2:23][CH2:24][CH3:25])=[C:17]([C:18]([OH:20])=[O:19])[N:3]=[N:2]2)=[CH:14][CH:13]=1)=[O:9])[CH3:12]. The yield is 0.980. (5) The reactants are [Cl:1][C:2]1[CH:7]=[CH:6][C:5]([S:8]([NH:11][C:12]2[CH:13]=[CH:14][CH:15]=[C:16]3[C:21]=2[N:20]=[CH:19][CH:18]=[CH:17]3)(=[O:10])=[O:9])=[C:4]([N+:22]([O-])=O)[CH:3]=1.Cl[Sn]Cl. The catalyst is Cl.CCO. The product is [NH2:22][C:4]1[CH:3]=[C:2]([Cl:1])[CH:7]=[CH:6][C:5]=1[S:8]([NH:11][C:12]1[CH:13]=[CH:14][CH:15]=[C:16]2[C:21]=1[N:20]=[CH:19][CH:18]=[CH:17]2)(=[O:9])=[O:10]. The yield is 0.590. (6) The reactants are [CH:1]([N:4]1[C:12]2[CH:11]=[C:10]3[N:13]=[C:14]([C:16]4[C:24]5[C:19](=[CH:20][CH:21]=[C:22]([N+:25]([O-])=O)[CH:23]=5)[NH:18][N:17]=4)[NH:15][C:9]3=[CH:8][C:7]=2[C:6]([CH3:29])([CH3:28])[C:5]1=[O:30])([CH3:3])[CH3:2].NC1C=C2C(=CC=1N)N(C(C)C)C(=O)C2(C)C.[N+](C1C=C2C(=CC=1)NN=C2C=O)([O-])=O.C1COCC1. The catalyst is CO.[Pd]. The product is [NH2:25][C:22]1[CH:23]=[C:24]2[C:19](=[CH:20][CH:21]=1)[NH:18][N:17]=[C:16]2[C:14]1[NH:15][C:9]2=[CH:8][C:7]3[C:6]([CH3:28])([CH3:29])[C:5](=[O:30])[N:4]([CH:1]([CH3:2])[CH3:3])[C:12]=3[CH:11]=[C:10]2[N:13]=1. The yield is 0.810. (7) The reactants are [F:1][C:2]([F:12])([F:11])[C:3]1[N:4]=[C:5]([C:8]([OH:10])=[O:9])[S:6][CH:7]=1.O=S(Cl)Cl.[CH3:17][CH2:18]O. No catalyst specified. The product is [CH2:17]([O:9][C:8]([C:5]1[S:6][CH:7]=[C:3]([C:2]([F:1])([F:11])[F:12])[N:4]=1)=[O:10])[CH3:18]. The yield is 0.960. (8) The reactants are [NH2:1][C:2]1[CH:3]=[CH:4][C:5]2[O:9][C:8]([CH2:10][CH2:11][CH2:12][CH3:13])=[CH:7][C:6]=2[CH:14]=1.O1CCCC1.[CH3:20][S:21](Cl)(=[O:23])=[O:22].N. The catalyst is O.C(OC)(C)(C)C. The product is [CH2:10]([C:8]1[O:9][C:5]2[CH:4]=[CH:3][C:2]([NH:1][S:21]([CH3:20])(=[O:23])=[O:22])=[CH:14][C:6]=2[CH:7]=1)[CH2:11][CH2:12][CH3:13]. The yield is 1.00. (9) The reactants are [F:1][C:2]([F:13])([F:12])[C:3]1[CH:11]=[CH:10][CH:9]=[CH:8][C:4]=1[C:5](Cl)=[O:6].[NH2:14][C:15]1[N:23]=[CH:22][CH:21]=[CH:20][C:16]=1[C:17](O)=[O:18].O. The catalyst is N1C=CC=CC=1. The product is [F:1][C:2]([F:13])([F:12])[C:3]1[CH:11]=[CH:10][CH:9]=[CH:8][C:4]=1[C:5]1[O:6][C:17](=[O:18])[C:16]2[CH:20]=[CH:21][CH:22]=[N:23][C:15]=2[N:14]=1. The yield is 0.600. (10) The reactants are [C:1]1([CH:7](O)[CH:8]=[CH:9][CH3:10])[CH:6]=[CH:5][CH:4]=[CH:3][CH:2]=1.Cl.CC[O:15]CC.C(=O)(O)[O-].[Na+]. The catalyst is O1CCOCC1. The product is [C:1]1([CH:7]=[CH:8][CH:9]([OH:15])[CH3:10])[CH:6]=[CH:5][CH:4]=[CH:3][CH:2]=1. The yield is 0.968.